This data is from Full USPTO retrosynthesis dataset with 1.9M reactions from patents (1976-2016). The task is: Predict the reactants needed to synthesize the given product. (1) Given the product [Cl:1][C:2]1[CH:9]=[CH:8][C:5]([C:6]#[N:7])=[C:4]([C:10]2[C:15]([F:16])=[CH:14][NH:13][C:12](=[O:17])[CH:11]=2)[CH:3]=1, predict the reactants needed to synthesize it. The reactants are: [Cl:1][C:2]1[CH:9]=[CH:8][C:5]([C:6]#[N:7])=[C:4]([C:10]2[C:15]([F:16])=[CH:14][N:13]=[C:12]([O:17]C)[CH:11]=2)[CH:3]=1.Cl.[NH+]1C=CC=CC=1. (2) Given the product [ClH:26].[Cl:26][C:27]1[C:32]([C:19]([OH:21])=[O:20])=[CH:31][N:30]=[CH:29][CH:28]=1, predict the reactants needed to synthesize it. The reactants are: C(NC(C)C)(C)C.C([Li])CCC.CCCCCC.[C:19](=[O:21])=[O:20].CC(C)=O.[Cl:26][C:27]1[CH:32]=[CH:31][N:30]=[CH:29][CH:28]=1.[OH-].[Na+]. (3) Given the product [I:16][C:15]1[N:10]2[C:11]([S:12][C:8]([C:20]3[CH:19]=[C:18]([NH2:17])[C:23]([O:24][CH3:25])=[N:22][CH:21]=3)=[N:9]2)=[N:13][CH:14]=1, predict the reactants needed to synthesize it. The reactants are: C([O-])([O-])=O.[Na+].[Na+].Br[C:8]1[S:12][C:11]2=[N:13][CH:14]=[C:15]([I:16])[N:10]2[N:9]=1.[NH2:17][C:18]1[CH:19]=[C:20](B2OC(C)(C)C(C)(C)O2)[CH:21]=[N:22][C:23]=1[O:24][CH3:25].